From a dataset of Reaction yield outcomes from USPTO patents with 853,638 reactions. Predict the reaction yield, written as a fraction of the theoretical maximum amount of product (1.0 means a 100% yield; for example, 0.34 means a 34% yield). The reactants are [N:1]1([CH2:6][CH2:7][O:8][C:9]2[CH:18]=[CH:17][C:12]([C:13](OC)=[O:14])=[C:11]([C:19]3[CH:24]=[CH:23][CH:22]=[CH:21][CH:20]=3)[CH:10]=2)[CH:5]=[CH:4][N:3]=[CH:2]1.[OH-].[Na+].[CH3:27][O:28][C:29](=[O:36])[C@H:30]([CH2:32][CH2:33][S:34][CH3:35])[NH2:31].CCN=C=NCCCN(C)C.C1C=CC2N(O)N=NC=2C=1. The catalyst is CO.C(Cl)Cl. The product is [CH3:27][O:28][C:29](=[O:36])[C@H:30]([CH2:32][CH2:33][S:34][CH3:35])[NH:31][C:13](=[O:14])[C:12]1[CH:17]=[CH:18][C:9]([O:8][CH2:7][CH2:6][N:1]2[CH:5]=[CH:4][N:3]=[CH:2]2)=[CH:10][C:11]=1[C:19]1[CH:20]=[CH:21][CH:22]=[CH:23][CH:24]=1. The yield is 0.990.